Dataset: Full USPTO retrosynthesis dataset with 1.9M reactions from patents (1976-2016). Task: Predict the reactants needed to synthesize the given product. (1) The reactants are: Cl[C:2]1[CH:3]=[CH:4][C:5]2[N:6]([C:8]([C:11]([F:14])([F:13])[F:12])=[N:9][N:10]=2)[N:7]=1.[C:15]1([CH:21]([N:23]2[CH2:28][CH2:27][NH:26][CH2:25][CH2:24]2)[CH3:22])[CH:20]=[CH:19][CH:18]=[CH:17][CH:16]=1.CCN(C(C)C)C(C)C. Given the product [C:15]1([CH:21]([N:23]2[CH2:24][CH2:25][N:26]([C:2]3[CH:3]=[CH:4][C:5]4[N:6]([C:8]([C:11]([F:14])([F:13])[F:12])=[N:9][N:10]=4)[N:7]=3)[CH2:27][CH2:28]2)[CH3:22])[CH:20]=[CH:19][CH:18]=[CH:17][CH:16]=1, predict the reactants needed to synthesize it. (2) Given the product [Cl:3][C:4]1[C:5]([CH2:6][OH:7])=[CH:8][CH:9]=[CH:10][C:11]=1[OH:12], predict the reactants needed to synthesize it. The reactants are: [BH4-].[Na+].[Cl:3][C:4]1[C:11]([OH:12])=[CH:10][CH:9]=[CH:8][C:5]=1[CH:6]=[O:7].O.